From a dataset of Catalyst prediction with 721,799 reactions and 888 catalyst types from USPTO. Predict which catalyst facilitates the given reaction. (1) Reactant: [CH3:1][O:2][C:3](=[O:15])[C:4]1[CH:9]=[CH:8][C:7]([C:10]([F:13])([F:12])[F:11])=[CH:6][C:5]=1[OH:14].C(=O)([O-])[O-].[K+].[K+].Cl[C:23]([F:29])([F:28])C(OC)=O.O. Product: [CH3:1][O:2][C:3](=[O:15])[C:4]1[CH:9]=[CH:8][C:7]([C:10]([F:13])([F:12])[F:11])=[CH:6][C:5]=1[O:14][CH:23]([F:29])[F:28]. The catalyst class is: 42. (2) Reactant: [CH2:1]([OH:4])[CH:2]=[CH2:3].N1C=CC=CC=1.[C:11](Cl)(=[O:15])[O:12][CH2:13][CH3:14].Cl. Product: [C:11](=[O:15])([O:12][CH2:13][CH3:14])[O:4][CH2:1][CH:2]=[CH2:3]. The catalyst class is: 323. (3) Reactant: [CH:1]1[C:22]2[C:5](=[CH:6][C:7]3[C:8](=[O:24])[C:9]4[C:18]([C:19](=[O:23])[C:20]=3[CH:21]=2)=[CH:17][C:16]2[C:11](=[CH:12][CH:13]=[CH:14][CH:15]=2)[CH:10]=4)[CH:4]=[CH:3][CH:2]=1.[BH4-].[Na+]. Product: [OH:23][C@H:19]1[C:18]2[C:9](=[CH:10][C:11]3[C:16]([CH:17]=2)=[CH:15][CH:14]=[CH:13][CH:12]=3)[C@H:8]([OH:24])[C:7]2[CH:6]=[C:5]3[C:22]([CH:1]=[CH:2][CH:3]=[CH:4]3)=[CH:21][C:20]1=2. The catalyst class is: 5. (4) Reactant: [N+:1]([C:4]1[CH:5]=[N:6][NH:7][CH:8]=1)([O-:3])=[O:2].Br[CH2:10][CH2:11][C:12]1[CH:17]=[CH:16][CH:15]=[C:14]([O:18][CH3:19])[CH:13]=1.C([O-])([O-])=O.[Cs+].[Cs+]. Product: [CH3:19][O:18][C:14]1[CH:13]=[C:12]([CH:17]=[CH:16][CH:15]=1)[CH2:11][CH2:10][N:6]1[CH:5]=[C:4]([N+:1]([O-:3])=[O:2])[CH:8]=[N:7]1. The catalyst class is: 496. (5) Reactant: C(Cl)(=[O:3])C.[N:5]1([C:10]2[CH:15]=[CH:14][C:13]([NH:16][C:17]3[N:22]=[C:21]([C:23]4[CH:28]=[C:27]([NH:29][C:30]5[CH:35]=CC=CC=5)[CH:26]=[C:25]([N:36]5[CH2:41][CH2:40][O:39][CH2:38][CH2:37]5)[CH:24]=4)[CH:20]=[CH:19][N:18]=3)=[CH:12][CH:11]=2)[CH:9]=[CH:8][N:7]=[N:6]1. Product: [N:5]1([C:10]2[CH:11]=[CH:12][C:13]([NH:16][C:17]3[N:22]=[C:21]([C:23]4[CH:28]=[C:27]([NH:29][C:30](=[O:3])[CH3:35])[CH:26]=[C:25]([N:36]5[CH2:37][CH2:38][O:39][CH2:40][CH2:41]5)[CH:24]=4)[CH:20]=[CH:19][N:18]=3)=[CH:14][CH:15]=2)[CH:9]=[CH:8][N:7]=[N:6]1. The catalyst class is: 2.